Dataset: Cav3 T-type calcium channel HTS with 100,875 compounds. Task: Binary Classification. Given a drug SMILES string, predict its activity (active/inactive) in a high-throughput screening assay against a specified biological target. The drug is O=C(NCCCC)Nc1c(n(nc1)CC)C(=O)N. The result is 0 (inactive).